Dataset: Reaction yield outcomes from USPTO patents with 853,638 reactions. Task: Predict the reaction yield, written as a fraction of the theoretical maximum amount of product (1.0 means a 100% yield; for example, 0.34 means a 34% yield). The reactants are [OH:1][CH2:2][CH2:3][N:4]1[CH:9]=[C:8]([C:10]2[CH:15]=[CH:14][CH:13]=[CH:12][CH:11]=2)[CH:7]=[N:6][C:5]1=[O:16].Cl[C:18]1[C:27]2[C:22](=[CH:23][C:24]([O:28][CH3:29])=[CH:25][CH:26]=2)[N:21]=[CH:20][CH:19]=1.C(=O)([O-])[O-].[Cs+].[Cs+].C(P(C(C)(C)C)C1C=CC2C(=CC=CC=2)C=1C1C2C(=CC=CC=2)C=CC=1)(C)(C)C. The yield is 0.310. The product is [CH3:29][O:28][C:24]1[CH:23]=[C:22]2[C:27]([C:18]([O:1][CH2:2][CH2:3][N:4]3[CH:9]=[C:8]([C:10]4[CH:15]=[CH:14][CH:13]=[CH:12][CH:11]=4)[CH:7]=[N:6][C:5]3=[O:16])=[CH:19][CH:20]=[N:21]2)=[CH:26][CH:25]=1. The catalyst is C([O-])(=O)C.[Pd+2].C([O-])(=O)C.C1(C)C=CC=CC=1.